The task is: Predict which catalyst facilitates the given reaction.. This data is from Catalyst prediction with 721,799 reactions and 888 catalyst types from USPTO. Reactant: [C:1]([O:5][C:6]([N:8]1[C:17]2[C:12](=[CH:13][CH:14]=[CH:15][CH:16]=2)[N:11]([C:18]2[CH:23]=[CH:22][C:21](Br)=[CH:20][N:19]=2)[CH2:10][CH2:9]1)=[O:7])([CH3:4])([CH3:3])[CH3:2].[B:25]1([B:25]2[O:29][C:28]([CH3:31])([CH3:30])[C:27]([CH3:33])([CH3:32])[O:26]2)[O:29][C:28]([CH3:31])([CH3:30])[C:27]([CH3:33])([CH3:32])[O:26]1.C([O-])(=O)C.[K+].C(OCC)(=O)C. Product: [C:1]([O:5][C:6]([N:8]1[C:17]2[C:12](=[CH:13][CH:14]=[CH:15][CH:16]=2)[N:11]([C:18]2[CH:23]=[CH:22][C:21]([B:25]3[O:29][C:28]([CH3:31])([CH3:30])[C:27]([CH3:33])([CH3:32])[O:26]3)=[CH:20][N:19]=2)[CH2:10][CH2:9]1)=[O:7])([CH3:4])([CH3:3])[CH3:2]. The catalyst class is: 438.